Predict which catalyst facilitates the given reaction. From a dataset of Catalyst prediction with 721,799 reactions and 888 catalyst types from USPTO. Reactant: C[N:2](C)[CH:3]=[O:4].[N+:6]([C:9]1[CH:17]=[C:16]2[C:12]([CH2:13][CH2:14][CH:15]2C(O)=O)=[CH:11][CH:10]=1)([O-:8])=[O:7].S(Cl)(Cl)=O.C1(C)C=CC=CC=1. Product: [N+:6]([C:9]1[CH:17]=[C:16]2[C:12]([CH2:13][CH2:14][CH:15]2[C:3]([NH2:2])=[O:4])=[CH:11][CH:10]=1)([O-:8])=[O:7]. The catalyst class is: 4.